This data is from Acute oral toxicity (LD50) regression data from Zhu et al.. The task is: Regression/Classification. Given a drug SMILES string, predict its toxicity properties. Task type varies by dataset: regression for continuous values (e.g., LD50, hERG inhibition percentage) or binary classification for toxic/non-toxic outcomes (e.g., AMES mutagenicity, cardiotoxicity, hepatotoxicity). Dataset: ld50_zhu. The compound is CCOC(C1=NCC(C)(C)CN1)c1ccc(OC)cc1. The rat oral LD50 is 2.65, given as -log10 of the dose in mol/kg body weight (higher means more acutely toxic).